Dataset: Peptide-MHC class I binding affinity with 185,985 pairs from IEDB/IMGT. Task: Regression. Given a peptide amino acid sequence and an MHC pseudo amino acid sequence, predict their binding affinity value. This is MHC class I binding data. (1) The peptide sequence is TTNIWLKLK. The MHC is HLA-A11:01 with pseudo-sequence HLA-A11:01. The binding affinity (normalized) is 0.646. (2) The peptide sequence is HQKKNEISF. The MHC is HLA-B57:01 with pseudo-sequence HLA-B57:01. The binding affinity (normalized) is 0.0847. (3) The peptide sequence is WTFTPTTPL. The MHC is HLA-B15:42 with pseudo-sequence HLA-B15:42. The binding affinity (normalized) is 0.213. (4) The peptide sequence is SMKLNVSLAH. The MHC is HLA-A33:01 with pseudo-sequence HLA-A33:01. The binding affinity (normalized) is 0.0376. (5) The MHC is HLA-B40:01 with pseudo-sequence HLA-B40:01. The peptide sequence is EIYFSSIHR. The binding affinity (normalized) is 0.0847. (6) The peptide sequence is DVKVLAARL. The MHC is HLA-A02:02 with pseudo-sequence HLA-A02:02. The binding affinity (normalized) is 0.193. (7) The peptide sequence is EDLVNLLPA. The MHC is Patr-B2401 with pseudo-sequence Patr-B2401. The binding affinity (normalized) is 0.179.